From a dataset of HIV replication inhibition screening data with 41,000+ compounds from the AIDS Antiviral Screen. Binary Classification. Given a drug SMILES string, predict its activity (active/inactive) in a high-throughput screening assay against a specified biological target. The drug is CN(C)CCn1c2c3ccccc3ccc2c2oc(=O)c3ccccc3c21.Cl. The result is 0 (inactive).